From a dataset of Peptide-MHC class II binding affinity with 134,281 pairs from IEDB. Regression. Given a peptide amino acid sequence and an MHC pseudo amino acid sequence, predict their binding affinity value. This is MHC class II binding data. (1) The peptide sequence is AAAAPAAVGAAVGGT. The MHC is DRB1_0301 with pseudo-sequence DRB1_0301. The binding affinity (normalized) is 0.146. (2) The peptide sequence is SPKARSERPAIVPPA. The MHC is HLA-DQA10401-DQB10402 with pseudo-sequence HLA-DQA10401-DQB10402. The binding affinity (normalized) is 0.279.